From a dataset of Full USPTO retrosynthesis dataset with 1.9M reactions from patents (1976-2016). Predict the reactants needed to synthesize the given product. (1) Given the product [CH3:12][C:13]1[C:14]2[C:19]([N:20]=[C:21]3[C:26]=1[CH2:25][CH2:24][CH2:23][C:22]3=[O:9])=[CH:18][CH:17]=[CH:16][CH:15]=2, predict the reactants needed to synthesize it. The reactants are: ClC1C=CC=C(C(OO)=[O:9])C=1.[CH3:12][C:13]1[C:14]2[C:19]([N:20]=[C:21]3[C:26]=1[CH2:25][CH2:24][CH2:23][CH2:22]3)=[CH:18][CH:17]=[CH:16][CH:15]=2. (2) Given the product [C:26]([O:30][C:31]([N:33]1[CH2:38][CH2:37][CH:36]([NH:39][C:18]2[N:17]=[C:16]([C:15]3[N:14]4[C:10]([S:11][CH:12]=[CH:13]4)=[N:9][C:8]=3[C:5]3[CH:6]=[CH:7][C:2]([F:1])=[CH:3][CH:4]=3)[CH:21]=[CH:20][N:19]=2)[CH2:35][CH2:34]1)=[O:32])([CH3:29])([CH3:27])[CH3:28], predict the reactants needed to synthesize it. The reactants are: [F:1][C:2]1[CH:7]=[CH:6][C:5]([C:8]2[N:9]=[C:10]3[N:14]([C:15]=2[C:16]2[CH:21]=[CH:20][N:19]=[C:18](S(C)(=O)=O)[N:17]=2)[CH:13]=[CH:12][S:11]3)=[CH:4][CH:3]=1.[C:26]([O:30][C:31]([N:33]1[CH2:38][CH2:37][CH:36]([NH2:39])[CH2:35][CH2:34]1)=[O:32])([CH3:29])([CH3:28])[CH3:27].CCN(C(C)C)C(C)C.O. (3) The reactants are: [CH3:1][O:2][C:3]([C:5]1[CH:14]=[CH:13][C:12]2[C:7](=[CH:8][C:9]([C:15]([CH2:26][CH3:27])([C:18]3[CH:23]=[CH:22][C:21]([OH:24])=[C:20]([CH3:25])[CH:19]=3)[CH2:16][CH3:17])=[CH:10][CH:11]=2)[CH:6]=1)=[O:4].Br[CH2:29][C:30](=[O:35])[C:31]([CH3:34])([CH3:33])[CH3:32].C(=O)([O-])[O-].[K+].[K+]. Given the product [CH3:1][O:2][C:3]([C:5]1[CH:14]=[CH:13][C:12]2[C:7](=[CH:8][C:9]([C:15]([C:18]3[CH:23]=[CH:22][C:21]([O:24][CH2:29][C:30](=[O:35])[C:31]([CH3:34])([CH3:33])[CH3:32])=[C:20]([CH3:25])[CH:19]=3)([CH2:26][CH3:27])[CH2:16][CH3:17])=[CH:10][CH:11]=2)[CH:6]=1)=[O:4], predict the reactants needed to synthesize it.